Dataset: Catalyst prediction with 721,799 reactions and 888 catalyst types from USPTO. Task: Predict which catalyst facilitates the given reaction. (1) Reactant: [C:1]([O:5][C:6]([N:8]1[CH2:13][CH2:12][O:11][CH2:10][CH:9]1[CH2:14][NH2:15])=[O:7])([CH3:4])([CH3:3])[CH3:2].C(N(CC)CC)C.[CH:23]1([S:26](Cl)(=[O:28])=[O:27])[CH2:25][CH2:24]1. Product: [C:1]([O:5][C:6]([N:8]1[CH2:13][CH2:12][O:11][CH2:10][CH:9]1[CH2:14][NH:15][S:26]([CH:23]1[CH2:25][CH2:24]1)(=[O:28])=[O:27])=[O:7])([CH3:4])([CH3:3])[CH3:2]. The catalyst class is: 4. (2) Reactant: [C:1]([O-])([O-])=O.[K+].[K+].IC.C([O:16][C:17]1[C:25]([CH3:26])=[CH:24][C:20]([C:21]([OH:23])=[O:22])=[CH:19][C:18]=1[CH3:27])C1C=CC=CC=1.Cl. Product: [OH:16][C:17]1[C:25]([CH3:26])=[CH:24][C:20]([C:21]([O:23][CH3:1])=[O:22])=[CH:19][C:18]=1[CH3:27]. The catalyst class is: 18. (3) The catalyst class is: 3. Product: [C:3]([O:7][C:8](=[O:38])[N:9]([C:10]1[CH:15]=[CH:14][C:13]([O:16][CH2:17][C:18]2[N:19]([C:26]3[CH:31]=[CH:30][CH:29]=[CH:28][C:27]=3[O:32][C:33]([F:36])([F:34])[F:35])[N:20]=[CH:21][C:22]=2[CH:23]2[CH2:25][CH2:24]2)=[CH:12][C:11]=1[CH3:37])[CH3:40])([CH3:6])([CH3:5])[CH3:4]. Reactant: [H-].[Na+].[C:3]([O:7][C:8](=[O:38])[NH:9][C:10]1[CH:15]=[CH:14][C:13]([O:16][CH2:17][C:18]2[N:19]([C:26]3[CH:31]=[CH:30][CH:29]=[CH:28][C:27]=3[O:32][C:33]([F:36])([F:35])[F:34])[N:20]=[CH:21][C:22]=2[CH:23]2[CH2:25][CH2:24]2)=[CH:12][C:11]=1[CH3:37])([CH3:6])([CH3:5])[CH3:4].I[CH3:40]. (4) Reactant: [C:1]1([NH:11][C:12](=[O:18])[CH2:13][CH2:14][C:15]([OH:17])=O)[C:10]2[C:5](=[CH:6][CH:7]=[CH:8][CH:9]=2)[CH:4]=[CH:3][CH:2]=1.C1CCC(N=C=NC2CCCCC2)CC1.[NH2:34][CH2:35][CH2:36][CH2:37][CH2:38][CH2:39][C:40]([OH:42])=[O:41].C(N(CC)CC)C. Product: [C:1]1([NH:11][C:12](=[O:18])[CH2:13][CH2:14][C:15]([NH:34][CH2:35][CH2:36][CH2:37][CH2:38][CH2:39][C:40]([OH:42])=[O:41])=[O:17])[C:10]2[C:5](=[CH:6][CH:7]=[CH:8][CH:9]=2)[CH:4]=[CH:3][CH:2]=1. The catalyst class is: 3. (5) Reactant: Br[C:2]1[CH:12]=[CH:11][C:5]2[N:6]([CH3:10])[CH2:7][CH2:8][O:9][C:4]=2[CH:3]=1.C([Li])CCC.B(OC)(OC)[O:19]C.OO. Product: [CH3:10][N:6]1[CH2:7][CH2:8][O:9][C:4]2[CH:3]=[C:2]([OH:19])[CH:12]=[CH:11][C:5]1=2. The catalyst class is: 7. (6) Reactant: [CH3:1][S:2](Cl)(=[O:4])=[O:3].[Br:6][C:7]1[CH:12]=[CH:11][CH:10]=[CH:9][C:8]=1[CH2:13][CH2:14][CH2:15][OH:16].C(N(CC)CC)C.O. Product: [Br:6][C:7]1[CH:12]=[CH:11][CH:10]=[CH:9][C:8]=1[CH2:13][CH2:14][CH2:15][O:16][S:2]([CH3:1])(=[O:4])=[O:3]. The catalyst class is: 1.